From a dataset of M1 muscarinic receptor agonist screen with 61,833 compounds. Binary Classification. Given a drug SMILES string, predict its activity (active/inactive) in a high-throughput screening assay against a specified biological target. (1) The compound is o1c(Cn\2c3nc4n(c(=O)c3cc(c2=N\C(=O)c2cccnc2)C(OCC)=O)cccc4)ccc1. The result is 1 (active). (2) The molecule is S(CC(=O)N1CCCC1)c1n(c2c(cccc2)C)c(nn1)c1ncccc1. The result is 0 (inactive). (3) The compound is Fc1ccc(c2[nH]n3c(n2)nc(cc3=O)C)cc1. The result is 0 (inactive). (4) The compound is S=c1n(CCC(=O)NCCN(CC)CC)c(=O)c2c([nH]1)cc1OCOc1c2. The result is 0 (inactive). (5) The result is 0 (inactive). The compound is S1C=2N(C(N)=C(C(C2C(OC)=O)c2cc(OC)c(OC)cc2)C#N)C(=O)C1C. (6) The result is 0 (inactive). The molecule is S(c1n(c(nn1)Cc1ccccc1)CCOC)CC(=O)Nc1noc(c1)C. (7) The result is 0 (inactive). The drug is S=c1n(c(=O)c2cc(N3CCOCC3)ccc2[nH]1)Cc1ncccc1. (8) The molecule is S(CC(=O)Nc1cc(ccc1)C#N)c1ccccc1. The result is 0 (inactive).